The task is: Predict the reactants needed to synthesize the given product.. This data is from Full USPTO retrosynthesis dataset with 1.9M reactions from patents (1976-2016). (1) Given the product [F:31][C:30]([F:33])([F:32])[S:27]([O:1][C:2]1[CH:3]=[C:4]([C:8]23[CH2:15][CH2:14][C:11]([CH2:16][CH2:17][O:18][CH2:19][C:20]([O:22][CH3:23])=[O:21])([CH2:12][CH2:13]2)[CH2:10][O:9]3)[CH:5]=[CH:6][CH:7]=1)(=[O:29])=[O:28], predict the reactants needed to synthesize it. The reactants are: [OH:1][C:2]1[CH:3]=[C:4]([C:8]23[CH2:15][CH2:14][C:11]([CH2:16][CH2:17][O:18][CH2:19][C:20]([O:22][C:23](C)(C)C)=[O:21])([CH2:12][CH2:13]2)[CH2:10][O:9]3)[CH:5]=[CH:6][CH:7]=1.[S:27](O[S:27]([C:30]([F:33])([F:32])[F:31])(=[O:29])=[O:28])([C:30]([F:33])([F:32])[F:31])(=[O:29])=[O:28].[Si](C=[N+]=[N-])(C)(C)C. (2) Given the product [CH:9]([C@H:8]1[NH:12][C:13](=[O:15])[CH2:5][NH:6][CH2:7]1)([CH3:11])[CH3:10], predict the reactants needed to synthesize it. The reactants are: C(OC(=O)[CH2:5][NH:6][CH2:7][C@H:8]([NH:12][C:13]([O:15]CC1C=CC=CC=1)=O)[CH:9]([CH3:11])[CH3:10])C.[H][H]. (3) Given the product [CH2:23]([N:30]1[CH2:17][CH2:16][C:8]2[C:7](=[CH:12][C:11]([N+:13]([O-:15])=[O:14])=[CH:10][CH:9]=2)[CH2:6]1)[C:24]1[CH:29]=[CH:28][CH:27]=[CH:26][CH:25]=1, predict the reactants needed to synthesize it. The reactants are: CS(O[CH2:6][C:7]1[CH:12]=[C:11]([N+:13]([O-:15])=[O:14])[CH:10]=[CH:9][C:8]=1[CH2:16][CH2:17]OS(C)(=O)=O)(=O)=O.[CH2:23]([NH2:30])[C:24]1[CH:29]=[CH:28][CH:27]=[CH:26][CH:25]=1. (4) Given the product [NH2:28][C@H:27]([C:26]([OH:25])=[O:44])[CH2:37][CH2:38][CH2:39][NH:40][C:41]([NH2:42])=[O:9], predict the reactants needed to synthesize it. The reactants are: [Cl-].[Cl-].[Ca+2].C(S)[C@@H](O)[C@H]([OH:9])CS.[Na+].[Cl-].C(O)C(N)(CO)CO.Cl.C([O:25][C:26](=[O:44])[C@H:27]([CH2:37][CH2:38][CH2:39][NH:40][C:41](=N)[NH2:42])[NH:28]C(=O)C1C=CC=CC=1)C. (5) Given the product [Cl:13][C:12]1[C:3]2[CH2:2][N:28]([CH:26]([C:21]3[CH:22]=[C:23]([CH3:25])[CH:24]=[C:19]([O:18][CH2:17][CH:16]([F:15])[F:29])[CH:20]=3)[CH3:27])[C:5](=[O:7])[C:4]=2[CH:9]=[CH:10][N:11]=1, predict the reactants needed to synthesize it. The reactants are: Br[CH2:2][C:3]1[C:12]([Cl:13])=[N:11][CH:10]=[CH:9][C:4]=1[C:5]([O:7]C)=O.Cl.[F:15][CH:16]([F:29])[CH2:17][O:18][C:19]1[CH:20]=[C:21]([CH:26]([NH2:28])[CH3:27])[CH:22]=[C:23]([CH3:25])[CH:24]=1. (6) Given the product [CH:1]1([C:4]2[S:25][C:7]3[N:8]([CH2:27][C:28]4[C:33]([F:34])=[CH:32][C:31]([C:35]5[C:36]([C:41]#[N:42])=[CH:37][CH:38]=[CH:39][CH:40]=5)=[CH:30][C:29]=4[F:43])[C:9](=[O:24])[NH:10][C:11](=[O:12])[C:6]=3[CH:5]=2)[CH2:3][CH2:2]1, predict the reactants needed to synthesize it. The reactants are: [CH:1]1([C:4]2[S:25][C:7]3[NH:8][C:9](=[O:24])[N:10](CC4C=CC(OC)=CC=4OC)[C:11](=[O:12])[C:6]=3[CH:5]=2)[CH2:3][CH2:2]1.Br[CH2:27][C:28]1[C:33]([F:34])=[CH:32][C:31]([C:35]2[C:36]([C:41]#[N:42])=[CH:37][CH:38]=[CH:39][CH:40]=2)=[CH:30][C:29]=1[F:43].C(=O)([O-])[O-].[K+].[K+]. (7) Given the product [Cl:1][C:2]1[CH:7]=[CH:6][CH:5]=[CH:4][C:3]=1[C@H:8]1[CH2:9][O:10][C@@H:11]([CH3:14])[CH2:12][N:13]1[C:16]1[N:17]=[CH:18][C:19]2[O:20][CH2:21][C:22](=[O:26])[NH:23][C:24]=2[N:25]=1, predict the reactants needed to synthesize it. The reactants are: [Cl:1][C:2]1[CH:7]=[CH:6][CH:5]=[CH:4][C:3]=1[C@H:8]1[NH:13][CH2:12][C@@H:11]([CH3:14])[O:10][CH2:9]1.Cl[C:16]1[N:17]=[CH:18][C:19]2[O:20][CH2:21][C:22](=[O:26])[NH:23][C:24]=2[N:25]=1. (8) The reactants are: [CH3:1][O:2][C:3]1[CH:11]=[C:10]2[C:6]([CH2:7][CH2:8][C:9]2=[O:12])=[CH:5][CH:4]=1.[N-:13]=[N+]=[N-].[Na+].CS(O)(=O)=O.O. Given the product [CH3:1][O:2][C:3]1[CH:11]=[C:10]2[C:6]([CH2:7][CH2:8][NH:13][C:9]2=[O:12])=[CH:5][CH:4]=1, predict the reactants needed to synthesize it. (9) Given the product [F:32][C:33]([F:46])([F:45])[S:34]([O:1][C:2]1[CH:24]=[CH:23][C:5]2[O:6][CH2:7][C:8]3[CH:22]=[CH:21][CH:20]=[CH:19][C:9]=3[CH:10]([CH2:11][CH2:12][CH2:13][C:14]([O:16][CH2:17][CH3:18])=[O:15])[C:4]=2[CH:3]=1)(=[O:36])=[O:35], predict the reactants needed to synthesize it. The reactants are: [OH:1][C:2]1[CH:24]=[CH:23][C:5]2[O:6][CH2:7][C:8]3[CH:22]=[CH:21][CH:20]=[CH:19][C:9]=3[CH:10]([CH2:11][CH2:12][CH2:13][C:14]([O:16][CH2:17][CH3:18])=[O:15])[C:4]=2[CH:3]=1.C(N(CC)CC)C.[F:32][C:33]([F:46])([F:45])[S:34](O[S:34]([C:33]([F:46])([F:45])[F:32])(=[O:36])=[O:35])(=[O:36])=[O:35]. (10) Given the product [NH2:52][C:50]1[N:51]=[C:46]([N:45]([CH3:44])[C:64]2[CH:65]=[CH:66][CH:67]=[CH:68][CH:69]=2)[N:47]=[C:48]([C:53]2[N:57]=[C:56]([CH:58]3[CH2:63][CH2:62][N:61]([C:3](=[O:5])[CH:2]([CH3:6])[CH3:1])[CH2:60][CH2:59]3)[O:55][N:54]=2)[N:49]=1, predict the reactants needed to synthesize it. The reactants are: [CH3:1][CH:2]([CH3:6])[C:3]([OH:5])=O.CCN(C(C)C)C(C)C.F[P-](F)(F)(F)(F)F.N1(O[P+](N(C)C)(N(C)C)N(C)C)C2C=CC=CC=2N=N1.Cl.[CH3:44][N:45]([C:64]1[CH:69]=[CH:68][CH:67]=[CH:66][CH:65]=1)[C:46]1[N:51]=[C:50]([NH2:52])[N:49]=[C:48]([C:53]2[N:57]=[C:56]([CH:58]3[CH2:63][CH2:62][NH:61][CH2:60][CH2:59]3)[O:55][N:54]=2)[N:47]=1.